From a dataset of Full USPTO retrosynthesis dataset with 1.9M reactions from patents (1976-2016). Predict the reactants needed to synthesize the given product. (1) The reactants are: [Br:1][C:2]1[CH:12]=[CH:11][CH:10]=[CH:9][C:3]=1[O:4][CH2:5][C:6]([OH:8])=O.[CH2:13]([N:20]1[CH2:25][CH2:24][NH:23][C@H:22]([CH2:26][C:27]2[CH:32]=[CH:31][CH:30]=[CH:29][CH:28]=2)[CH2:21]1)[C:14]1[CH:19]=[CH:18][CH:17]=[CH:16][CH:15]=1.CCN=C=NCCCN(C)C.C1C=CC2N(O)N=NC=2C=1. Given the product [Br:1][C:2]1[CH:12]=[CH:11][CH:10]=[CH:9][C:3]=1[O:4][CH2:5][C:6]([N:23]1[CH2:24][CH2:25][N:20]([CH2:13][C:14]2[CH:19]=[CH:18][CH:17]=[CH:16][CH:15]=2)[CH2:21][C@H:22]1[CH2:26][C:27]1[CH:32]=[CH:31][CH:30]=[CH:29][CH:28]=1)=[O:8], predict the reactants needed to synthesize it. (2) The reactants are: N#N.COC1C=CC=C(OC)C=1C1C=CC=CC=1P(C1CCCCC1)C1CCCCC1.ClC(Cl)C.Cl[C:37]1[N:42]=[C:41]2[NH:43][N:44]=[C:45]([CH:46]3[CH2:49][CH2:48][CH2:47]3)[C:40]2=[C:39]([O:50][CH3:51])[CH:38]=1.Br[Zn][CH2:54][C:55]1[CH:64]=[CH:63][C:62]2[C:57](=[CH:58][CH:59]=[CH:60][CH:61]=2)[CH:56]=1. Given the product [CH:46]1([C:45]2[NH:44][N:43]=[C:41]3[C:40]=2[C:39]([O:50][CH3:51])=[CH:38][C:37]([CH2:54][C:55]2[CH:64]=[CH:63][C:62]4[C:57](=[CH:58][CH:59]=[CH:60][CH:61]=4)[CH:56]=2)=[N:42]3)[CH2:49][CH2:48][CH2:47]1, predict the reactants needed to synthesize it.